From a dataset of Reaction yield outcomes from USPTO patents with 853,638 reactions. Predict the reaction yield, written as a fraction of the theoretical maximum amount of product (1.0 means a 100% yield; for example, 0.34 means a 34% yield). The reactants are [Br:1][C:2]1[NH:6][C:5]([CH3:7])=[C:4]([C:8]([O:10][CH2:11][CH3:12])=[O:9])[CH:3]=1.[H-].[Na+].C1OCCOCCOCCOCCOC1.Cl.[N:31]1[CH:36]=[CH:35][CH:34]=[C:33]([S:37](Cl)(=[O:39])=[O:38])[CH:32]=1.C(=O)([O-])O.[Na+]. The catalyst is O1CCCC1. The product is [Br:1][C:2]1[N:6]([S:37]([C:33]2[CH:32]=[N:31][CH:36]=[CH:35][CH:34]=2)(=[O:39])=[O:38])[C:5]([CH3:7])=[C:4]([C:8]([O:10][CH2:11][CH3:12])=[O:9])[CH:3]=1. The yield is 0.640.